From a dataset of Full USPTO retrosynthesis dataset with 1.9M reactions from patents (1976-2016). Predict the reactants needed to synthesize the given product. (1) Given the product [F:28][C:2]([F:1])([F:27])[CH2:3][O:4][C:5]1[CH:20]=[CH:19][C:18]([O:21][CH2:22][C:23]([F:26])([F:25])[F:24])=[CH:17][C:6]=1[C:7]([NH:9][CH2:10][CH:11]1[CH2:16][CH2:15][CH2:14][CH2:13][NH:12]1)=[O:8], predict the reactants needed to synthesize it. The reactants are: [F:1][C:2]([F:28])([F:27])[CH2:3][O:4][C:5]1[CH:20]=[CH:19][C:18]([O:21][CH2:22][C:23]([F:26])([F:25])[F:24])=[CH:17][C:6]=1[C:7]([NH:9][CH2:10][C:11]1[CH:16]=[CH:15][CH:14]=[CH:13][N:12]=1)=[O:8].[H][H]. (2) Given the product [I:14][C:11]1[C:10]([CH3:15])=[CH:9][N:8]=[C:5]([O:4][CH3:3])[C:1]=1[CH3:2], predict the reactants needed to synthesize it. The reactants are: [CH2:1]1[CH2:5][O:4][CH2:3][CH2:2]1.FC1C(C)=[C:11]([I:14])[C:10]([CH3:15])=[CH:9][N:8]=1.C[O-].[Na+]. (3) Given the product [CH2:2]=[C:3]([CH:6]([CH3:14])[CH2:7][CH:8]([CH3:13])[CH2:9][CH:10]([CH3:12])[CH3:11])[C:4]#[N:5], predict the reactants needed to synthesize it. The reactants are: O[CH2:2][CH:3]([CH:6]([CH3:14])[CH2:7][CH:8]([CH3:13])[CH2:9][CH:10]([CH3:12])[CH3:11])[C:4]#[N:5].N12CCCN=C1CCCCC2.FC(F)(F)C(OC(=O)C(F)(F)F)=O. (4) Given the product [Br:1][C:2]1[CH:3]=[N:4][CH:5]=[C:6]2[C:11]=1[N:10]=[C:9]([C:12]([NH:15][CH:16]([C:17]([OH:19])([CH3:20])[CH3:18])[CH3:21])=[O:14])[CH:8]=[CH:7]2, predict the reactants needed to synthesize it. The reactants are: [Br:1][C:2]1[CH:3]=[N:4][CH:5]=[C:6]2[C:11]=1[N:10]=[C:9]([C:12]([OH:14])=O)[CH:8]=[CH:7]2.[NH2:15][CH:16]([CH3:21])[C:17]([CH3:20])([OH:19])[CH3:18]. (5) Given the product [Cl:2][C:3]1[CH:8]=[CH:7][CH:6]=[C:5]([F:9])[C:4]=1[C:10]1[N:14]=[C:13]([C:15]2[C:19]([CH3:20])=[C:18]([C:21]3[CH:26]=[CH:25][C:24]([OH:27])=[CH:23][CH:22]=3)[S:17][CH:16]=2)[N:12]([CH3:34])[N:11]=1, predict the reactants needed to synthesize it. The reactants are: Cl.[Cl:2][C:3]1[CH:8]=[CH:7][CH:6]=[C:5]([F:9])[C:4]=1[C:10]1[N:14]=[C:13]([C:15]2[C:19]([CH3:20])=[C:18]([C:21]3[CH:26]=[CH:25][C:24]([O:27]C4CCCCO4)=[CH:23][CH:22]=3)[S:17][CH:16]=2)[N:12]([CH3:34])[N:11]=1.O.